From a dataset of Reaction yield outcomes from USPTO patents with 853,638 reactions. Predict the reaction yield, written as a fraction of the theoretical maximum amount of product (1.0 means a 100% yield; for example, 0.34 means a 34% yield). (1) The reactants are [Cl:1][C:2]1[C:7]([F:8])=[CH:6][CH:5]=[C:4]([Cl:9])[C:3]=1[C@H:10]([O:12][C:13]1[C:14]([NH2:28])=[N:15][CH:16]=[C:17](B2OC(C)(C)C(C)(C)O2)[CH:18]=1)[CH3:11].[C:29]([O:33][C:34]([N:36]1[CH2:41][CH2:40][CH:39]([N:42]2[CH:46]=[C:45](Br)[CH:44]=[N:43]2)[CH2:38][CH2:37]1)=[O:35])([CH3:32])([CH3:31])[CH3:30].C([O-])([O-])=O.[Na+].[Na+]. The catalyst is COCCOC.O.Cl[Pd](Cl)([P](C1C=CC=CC=1)(C1C=CC=CC=1)C1C=CC=CC=1)[P](C1C=CC=CC=1)(C1C=CC=CC=1)C1C=CC=CC=1. The product is [C:29]([O:33][C:34]([N:36]1[CH2:37][CH2:38][CH:39]([N:42]2[CH:46]=[C:45]([C:17]3[CH:16]=[N:15][C:14]([NH2:28])=[C:13]([O:12][C@@H:10]([C:3]4[C:4]([Cl:9])=[CH:5][CH:6]=[C:7]([F:8])[C:2]=4[Cl:1])[CH3:11])[CH:18]=3)[CH:44]=[N:43]2)[CH2:40][CH2:41]1)=[O:35])([CH3:32])([CH3:30])[CH3:31]. The yield is 0.650. (2) The reactants are [CH3:1][C:2]1[CH:12]=[CH:11][CH:10]=[CH:9][C:3]=1[O:4][CH2:5][C:6]([OH:8])=O.[NH2:13][C:14]1[CH:19]=[CH:18][C:17]([N:20]2[C:26](=[O:27])[CH2:25][C:24](=[O:28])[NH:23][C:22]3[C:29]4[C:34]([CH:35]=[CH:36][C:21]2=3)=[CH:33][CH:32]=[CH:31][CH:30]=4)=[CH:16][CH:15]=1.CC1C=CC=CC=1OCC(Cl)=O. No catalyst specified. The product is [CH3:1][C:2]1[CH:12]=[CH:11][CH:10]=[CH:9][C:3]=1[O:4][CH2:5][C:6]([NH:13][C:14]1[CH:19]=[CH:18][C:17]([N:20]2[C:26](=[O:27])[CH2:25][C:24](=[O:28])[NH:23][C:22]3[C:29]4[C:34]([CH:35]=[CH:36][C:21]2=3)=[CH:33][CH:32]=[CH:31][CH:30]=4)=[CH:16][CH:15]=1)=[O:8]. The yield is 0.480. (3) The reactants are [S:1]([N:11]1[C:15]2=[N:16][CH:17]=[C:18]([CH2:20][NH:21][C:22]([C@@H:24]3[CH2:29][CH2:28][CH2:27][N:26]([C:30]([O:32][C:33]([CH3:36])([CH3:35])[CH3:34])=[O:31])[CH2:25]3)=O)[N:19]=[C:14]2[CH:13]=[CH:12]1)([C:4]1[CH:10]=[CH:9][C:7]([CH3:8])=[CH:6][CH:5]=1)(=[O:3])=[O:2].COC1C=CC(P2(SP(C3C=CC(OC)=CC=3)(=S)S2)=[S:46])=CC=1. The catalyst is O1CCOCC1.CCOC(C)=O. The product is [S:1]([N:11]1[C:15]2=[N:16][CH:17]=[C:18]([CH2:20][NH:21][C:22]([C@@H:24]3[CH2:29][CH2:28][CH2:27][N:26]([C:30]([O:32][C:33]([CH3:36])([CH3:35])[CH3:34])=[O:31])[CH2:25]3)=[S:46])[N:19]=[C:14]2[CH:13]=[CH:12]1)([C:4]1[CH:10]=[CH:9][C:7]([CH3:8])=[CH:6][CH:5]=1)(=[O:3])=[O:2]. The yield is 0.740.